From a dataset of Forward reaction prediction with 1.9M reactions from USPTO patents (1976-2016). Predict the product of the given reaction. Given the reactants [F:1][C:2]1[C:7]([F:8])=[CH:6][C:5]([N+:9]([O-])=O)=[CH:4][C:3]=1[C@:12]1([CH3:24])[C@H:18]2[C@:16]([S:19]([CH3:22])(=[O:21])=[O:20])([CH2:17]2)[S:15][C:14]([NH2:23])=[N:13]1.NC1C=C(F)C(F)=C([C@]2(C)[C@H]3[C@H](C3)SC(N)=N2)C=1, predict the reaction product. The product is: [NH2:9][C:5]1[CH:6]=[C:7]([F:8])[C:2]([F:1])=[C:3]([C@:12]2([CH3:24])[C@H:18]3[C@:16]([S:19]([CH3:22])(=[O:20])=[O:21])([CH2:17]3)[S:15][C:14]([NH2:23])=[N:13]2)[CH:4]=1.